From a dataset of Full USPTO retrosynthesis dataset with 1.9M reactions from patents (1976-2016). Predict the reactants needed to synthesize the given product. (1) Given the product [Cl:1][C:2]1[S:6][CH:5]=[C:4]([C:7]2[N:8]=[C:9]([NH:12][C:27](=[O:28])[C:26]([F:37])([F:36])[F:25])[S:10][CH:11]=2)[CH:3]=1, predict the reactants needed to synthesize it. The reactants are: [Cl:1][C:2]1[S:6][CH:5]=[C:4]([C:7]2[N:8]=[C:9]([NH2:12])[S:10][CH:11]=2)[CH:3]=1.ClCCl.C(N(C(C)C)CC)(C)C.[F:25][C:26]([F:37])([F:36])[C:27](O[C:27](=[O:28])[C:26]([F:37])([F:36])[F:25])=[O:28]. (2) Given the product [CH2:40]([O:39][C:36]1[CH:37]=[CH:38][C:33]([C:30]2[CH:29]=[CH:28][C:27]([CH2:26][C:15]([S:66]([C:69]3[CH:74]=[CH:73][CH:72]=[CH:71][N:70]=3)(=[O:68])=[O:67])([NH2:16])[C:11]3[N:10]=[C:9]([NH:8][CH2:42][C:43]([OH:45])=[O:44])[CH:14]=[CH:13][CH:12]=3)=[CH:32][CH:31]=2)=[CH:34][CH:35]=1)[CH3:41], predict the reactants needed to synthesize it. The reactants are: C(OC([N:8]([CH2:42][C:43]([O:45]C(C)(C)C)=[O:44])[C:9]1[CH:14]=[CH:13][CH:12]=[C:11]([CH:15]([CH2:26][C:27]2[CH:32]=[CH:31][C:30]([C:33]3[CH:38]=[CH:37][C:36]([O:39][CH2:40][CH3:41])=[CH:35][CH:34]=3)=[CH:29][CH:28]=2)[NH:16]S(C2C=CC=CN=2)(=O)=O)[N:10]=1)=O)(C)(C)C.C(OC(N(CC(OC(C)(C)C)=O)C1C=CC=C(C(CC2C=CC(C3C=CC=C(OCC)C=3)=CC=2)([S:66]([C:69]2[CH:74]=[CH:73][CH:72]=[CH:71][N:70]=2)(=[O:68])=[O:67])N)N=1)=O)(C)(C)C.Cl.